From a dataset of Reaction yield outcomes from USPTO patents with 853,638 reactions. Predict the reaction yield, written as a fraction of the theoretical maximum amount of product (1.0 means a 100% yield; for example, 0.34 means a 34% yield). (1) The reactants are [Cl:1][C:2]1[C:3]([F:42])=[C:4]([C@@H:8]2[C@:12]([C:15]3[CH:20]=[CH:19][C:18]([Cl:21])=[CH:17][C:16]=3[F:22])([C:13]#[N:14])[C@H:11]([CH2:23][C:24]([CH3:27])([CH3:26])[CH3:25])[NH:10][C@H:9]2[C:28]([NH:30][C:31]2[CH:39]=[CH:38][C:34]([C:35]([OH:37])=[O:36])=[CH:33][C:32]=2[O:40][CH3:41])=[O:29])[CH:5]=[CH:6][CH:7]=1.C(=O)([O-])[O-].[Cs+].[Cs+].CN(C)C=O.Cl[CH2:55][C:56]([N:58]1[CH2:63][CH2:62][O:61][CH2:60][CH2:59]1)=[O:57]. The catalyst is O. The product is [N:58]1([C:56](=[O:57])[CH2:55][O:36][C:35](=[O:37])[C:34]2[CH:38]=[CH:39][C:31]([NH:30][C:28]([C@H:9]3[C@H:8]([C:4]4[CH:5]=[CH:6][CH:7]=[C:2]([Cl:1])[C:3]=4[F:42])[C@:12]([C:15]4[CH:20]=[CH:19][C:18]([Cl:21])=[CH:17][C:16]=4[F:22])([C:13]#[N:14])[C@H:11]([CH2:23][C:24]([CH3:26])([CH3:27])[CH3:25])[NH:10]3)=[O:29])=[C:32]([O:40][CH3:41])[CH:33]=2)[CH2:63][CH2:62][O:61][CH2:60][CH2:59]1. The yield is 0.860. (2) The reactants are [CH3:1][O:2][C:3]1[CH:4]=[CH:5][C:6]([CH3:10])=[C:7]([NH2:9])[CH:8]=1.[CH2:11]([S:14](Cl)(=[O:16])=[O:15])[CH2:12][CH3:13]. The catalyst is N1C=CC=CC=1. The product is [CH3:1][O:2][C:3]1[CH:4]=[CH:5][C:6]([CH3:10])=[C:7]([NH:9][S:14]([CH2:11][CH2:12][CH3:13])(=[O:16])=[O:15])[CH:8]=1. The yield is 0.690. (3) The reactants are CO.[SH:3][CH2:4][CH2:5][CH2:6][CH2:7][CH2:8][CH2:9][CH2:10][CH2:11][CH2:12][CH2:13][CH2:14][C:15]([OH:17])=[O:16].C[O-].[CH3:20][O:21][C:22]1[CH:42]=[CH:41][C:25]([CH2:26][S:27][CH2:28][CH2:29][CH2:30][CH2:31][CH2:32][CH2:33][CH2:34][CH2:35][CH2:36][CH2:37][CH2:38][CH2:39]Br)=[CH:24][CH:23]=1. The catalyst is CCOC(C)=O.C(O)(=O)C. The product is [CH3:20][O:21][C:22]1[CH:42]=[CH:41][C:25]([CH2:26][S:27][CH2:28][CH2:29][CH2:30][CH2:31][CH2:32][CH2:33][CH2:34][CH2:35][CH2:36][CH2:37][CH2:38][CH2:39][S:3][CH2:4][CH2:5][CH2:6][CH2:7][CH2:8][CH2:9][CH2:10][CH2:11][CH2:12][CH2:13][CH2:14][C:15]([OH:17])=[O:16])=[CH:24][CH:23]=1. The yield is 0.490. (4) The reactants are [CH2:1](Br)[C:2]1[CH:7]=[CH:6][CH:5]=[CH:4][CH:3]=1.[OH:9][C:10]1[C:19]([C:20]([O:22][CH3:23])=[O:21])=[CH:18][CH:17]=[CH:16][C:11]=1[C:12]([O:14][CH3:15])=[O:13].C([O-])([O-])=O.[K+].[K+]. The catalyst is CN(C=O)C.CCOCC. The product is [CH2:1]([O:9][C:10]1[C:19]([C:20]([O:22][CH3:23])=[O:21])=[CH:18][CH:17]=[CH:16][C:11]=1[C:12]([O:14][CH3:15])=[O:13])[C:2]1[CH:7]=[CH:6][CH:5]=[CH:4][CH:3]=1. The yield is 0.900. (5) The yield is 0.860. The product is [N:4]1[CH:5]=[CH:6][CH:7]=[CH:8][C:3]=1[CH2:2][N:1]1[C:12](=[O:13])[C:11]2[C:10](=[CH:18][CH:17]=[CH:16][CH:15]=2)[C:9]1=[O:14]. The catalyst is C1(C)C=CC=CC=1. The reactants are [NH2:1][CH2:2][C:3]1[CH:8]=[CH:7][CH:6]=[CH:5][N:4]=1.[C:9]1(=O)[O:14][C:12](=[O:13])[C:11]2=[CH:15][CH:16]=[CH:17][CH:18]=[C:10]12.C(N(CC)CC)C. (6) The reactants are CN(C)C=O.Cl[CH2:7][CH2:8][O:9][C:10]1[CH:19]=[C:18]2[C:13]([C:14]([O:20][C:21]3[C:22]([CH3:31])=[N:23][C:24]4[C:29]([CH:30]=3)=[CH:28][CH:27]=[CH:26][CH:25]=4)=[CH:15][CH:16]=[N:17]2)=[CH:12][C:11]=1[O:32][CH3:33].C(=O)([O-])[O-].[K+].[K+].[NH:40]1[CH2:45][CH2:44][CH2:43][CH2:42][CH2:41]1. The catalyst is O. The product is [CH3:33][O:32][C:11]1[CH:12]=[C:13]2[C:18](=[CH:19][C:10]=1[O:9][CH2:8][CH2:7][N:40]1[CH2:45][CH2:44][CH2:43][CH2:42][CH2:41]1)[N:17]=[CH:16][CH:15]=[C:14]2[O:20][C:21]1[C:22]([CH3:31])=[N:23][C:24]2[C:29]([CH:30]=1)=[CH:28][CH:27]=[CH:26][CH:25]=2. The yield is 0.890. (7) The yield is 0.810. The product is [CH3:9][C:10]1[CH:15]=[C:14]([C:16]2[S:20][C:19]([CH:35]=[O:36])=[N:18][CH:17]=2)[CH:13]=[C:12]([NH:21][C:22]2[N:27]=[C:26]([C:28]([F:29])([F:31])[F:30])[CH:25]=[CH:24][N:23]=2)[CH:11]=1. The reactants are C([N-]C(C)C)(C)C.[Li+].[CH3:9][C:10]1[CH:11]=[C:12]([NH:21][C:22]2[N:27]=[C:26]([C:28]([F:31])([F:30])[F:29])[CH:25]=[CH:24][N:23]=2)[CH:13]=[C:14]([C:16]2[S:20][CH:19]=[N:18][CH:17]=2)[CH:15]=1.CN([CH:35]=[O:36])C. The catalyst is C1COCC1.C(OCC)(=O)C.